This data is from Catalyst prediction with 721,799 reactions and 888 catalyst types from USPTO. The task is: Predict which catalyst facilitates the given reaction. (1) The catalyst class is: 1. Product: [C:1]([O:5][C:6]([N:8]1[CH2:12][C@H:11]([N:13]([CH3:14])[CH3:15])[CH2:10][C@H:9]1[CH2:16][O:17][C:19]1[CH:28]=[CH:27][C:22]([C:23]([O:25][CH3:26])=[O:24])=[CH:21][CH:20]=1)=[O:7])([CH3:4])([CH3:3])[CH3:2]. Reactant: [C:1]([O:5][C:6]([N:8]1[CH2:12][C@H:11]([N:13]([CH3:15])[CH3:14])[CH2:10][C@H:9]1[CH2:16][OH:17])=[O:7])([CH3:4])([CH3:3])[CH3:2].O[C:19]1[CH:28]=[CH:27][C:22]([C:23]([O:25][CH3:26])=[O:24])=[CH:21][CH:20]=1.C1C=CC(P(C2C=CC=CC=2)C2C=CC=CC=2)=CC=1.CC(OC(/N=N/C(OC(C)C)=O)=O)C. (2) The catalyst class is: 723. Product: [NH2:21][C:11]1[CH:12]=[C:13]([CH:19]=[CH:20][C:10]=1[NH:9][CH2:1][CH2:2][CH2:3][CH2:4][CH2:5][CH2:6][CH2:7][CH3:8])[C:14]([O:16][CH2:17][CH3:18])=[O:15]. Reactant: [CH2:1]([NH:9][C:10]1[CH:20]=[CH:19][C:13]([C:14]([O:16][CH2:17][CH3:18])=[O:15])=[CH:12][C:11]=1[N+:21]([O-])=O)[CH2:2][CH2:3][CH2:4][CH2:5][CH2:6][CH2:7][CH3:8].[H][H]. (3) Reactant: [Cr](Cl)([O-])(=O)=O.[NH+]1C=CC=CC=1.[CH3:12][C:13](=[CH2:24])[CH:14]([C:18]1[CH:23]=[CH:22][CH:21]=[CH:20][CH:19]=1)[CH2:15][CH2:16][OH:17].C([O-])(=O)C.[Na+].C(OCC)C. Product: [CH3:24][C:13](=[CH2:12])[CH:14]([C:18]1[CH:23]=[CH:22][CH:21]=[CH:20][CH:19]=1)[CH2:15][CH:16]=[O:17]. The catalyst class is: 4. (4) Product: [F:38][C:36]1[CH:35]=[CH:34][C:33]([C:39]([F:42])([F:40])[F:41])=[C:32]([CH:37]=1)[C:31]([N:9]1[CH2:10][CH2:11][N:12]([C:14](=[O:30])[CH2:15][NH:16][C:17]([C:19]2[CH:23]=[C:22]([C:24]3[CH:29]=[CH:28][CH:27]=[CH:26][CH:25]=3)[NH:21][N:20]=2)=[O:18])[CH2:13][CH:8]1[C:6]([OH:7])=[O:5])=[O:43]. Reactant: O[Li].O.C[O:5][C:6]([CH:8]1[CH2:13][N:12]([C:14](=[O:30])[CH2:15][NH:16][C:17]([C:19]2[CH:23]=[C:22]([C:24]3[CH:29]=[CH:28][CH:27]=[CH:26][CH:25]=3)[NH:21][N:20]=2)=[O:18])[CH2:11][CH2:10][N:9]1[C:31](=[O:43])[C:32]1[CH:37]=[C:36]([F:38])[CH:35]=[CH:34][C:33]=1[C:39]([F:42])([F:41])[F:40])=[O:7].O.Cl. The catalyst class is: 278. (5) Reactant: C(O/C=[CH:5]/[C:6]1[C:7]([C:38]2[N:39]([C:48](OC(C)(C)C)=O)[C:40]3[C:45]([C:46]=2[CH3:47])=[CH:44][CH:43]=[CH:42][CH:41]=3)=[N:8][C:9]([C:12]2[C:13]([N:32]([CH3:37])[S:33]([CH3:36])(=[O:35])=[O:34])=[CH:14][C:15]3[O:19][C:18]([C:20]4[CH:25]=[CH:24][C:23]([F:26])=[CH:22][CH:21]=4)=[C:17]([C:27](=[O:30])[NH:28][CH3:29])[C:16]=3[CH:31]=2)=[CH:10][CH:11]=1)C.Cl. The catalyst class is: 12. Product: [F:26][C:23]1[CH:22]=[CH:21][C:20]([C:18]2[O:19][C:15]3[CH:14]=[C:13]([N:32]([CH3:37])[S:33]([CH3:36])(=[O:34])=[O:35])[C:12]([C:9]4[CH:10]=[CH:11][C:6]5[CH:5]=[CH:48][N:39]6[C:40]7[CH:41]=[CH:42][CH:43]=[CH:44][C:45]=7[C:46]([CH3:47])=[C:38]6[C:7]=5[N:8]=4)=[CH:31][C:16]=3[C:17]=2[C:27]([NH:28][CH3:29])=[O:30])=[CH:25][CH:24]=1.